This data is from Peptide-MHC class I binding affinity with 185,985 pairs from IEDB/IMGT. The task is: Regression. Given a peptide amino acid sequence and an MHC pseudo amino acid sequence, predict their binding affinity value. This is MHC class I binding data. (1) The peptide sequence is QELKNSAVSL. The MHC is Mamu-A11 with pseudo-sequence Mamu-A11. The binding affinity (normalized) is 0.611. (2) The peptide sequence is EVEHRTRVR. The MHC is HLA-B46:01 with pseudo-sequence HLA-B46:01. The binding affinity (normalized) is 0.0847. (3) The peptide sequence is DIVNGKECCY. The MHC is HLA-A03:01 with pseudo-sequence HLA-A03:01. The binding affinity (normalized) is 0. (4) The binding affinity (normalized) is 0.0633. The MHC is HLA-B54:01 with pseudo-sequence HLA-B54:01. The peptide sequence is PLRPMTYR. (5) The peptide sequence is GVLPLLLLYS. The MHC is HLA-A68:02 with pseudo-sequence HLA-A68:02. The binding affinity (normalized) is 0.244.